Dataset: Forward reaction prediction with 1.9M reactions from USPTO patents (1976-2016). Task: Predict the product of the given reaction. (1) Given the reactants [C:1](Cl)(=[O:5])[CH:2]([CH3:4])[CH3:3].[NH2:7][CH2:8][C:9]1[CH:14]=[CH:13][C:12]([C:15]([N:17]2[CH2:26][CH2:25][C:24]3[N:23]=[C:22]([CH3:27])[NH:21][C:20]=3[C:19]3[CH:28]=[C:29]([Cl:32])[CH:30]=[CH:31][C:18]2=3)=[O:16])=[CH:11][C:10]=1[CH3:33].CCN(C(C)C)C(C)C, predict the reaction product. The product is: [Cl:32][C:29]1[CH:30]=[CH:31][C:18]2[N:17]([C:15]([C:12]3[CH:13]=[CH:14][C:9]([CH2:8][NH:7][C:1](=[O:5])[CH:2]([CH3:4])[CH3:3])=[C:10]([CH3:33])[CH:11]=3)=[O:16])[CH2:26][CH2:25][C:24]3[N:23]=[C:22]([CH3:27])[NH:21][C:20]=3[C:19]=2[CH:28]=1. (2) Given the reactants [CH3:1][O:2][C:3]1[CH:4]=[C:5]([CH:12]=[C:13]([C:15]([F:18])([F:17])[F:16])[CH:14]=1)[C:6](N(OC)C)=[O:7].[CH3:19][Mg]Br, predict the reaction product. The product is: [CH3:1][O:2][C:3]1[CH:4]=[C:5]([C:6](=[O:7])[CH3:19])[CH:12]=[C:13]([C:15]([F:16])([F:17])[F:18])[CH:14]=1.